From a dataset of Cav3 T-type calcium channel HTS with 100,875 compounds. Binary Classification. Given a drug SMILES string, predict its activity (active/inactive) in a high-throughput screening assay against a specified biological target. (1) The result is 0 (inactive). The drug is O=C1Nc2c(C1(Nc1ccccc1)C#N)cccc2. (2) The drug is O(C1(C(=O)c2c(cc(n(c2)CCOC)C2CC2)=CC1=O)C)C(=O)CCC(OC)=O. The result is 0 (inactive). (3) The molecule is Brc1c(S(=O)(=O)N2CCC(CC2)C)cc(Cl)cc1. The result is 0 (inactive). (4) The molecule is Brc1cc(CNCC2OCCC2)cc(OCC)c1OCC(=O)N. The result is 0 (inactive). (5) The compound is S(=O)(=O)(N1CCN(CC1)C(=O)c1cc(OC)c(OC)cc1)c1c(cc(cc1)C)C. The result is 0 (inactive). (6) The drug is Fc1ccc(C(N(CC2OCCC2)Cc2occc2)c2n(nnn2)C2CCCC2)cc1. The result is 1 (active). (7) The drug is S(c1nc(SC)c(c2CCCc12)C(OCC)=O)C. The result is 0 (inactive). (8) The molecule is S(=O)(=O)(N1CCN(CC1)C)c1ccc(NC(=O)c2ccc(F)cc2)cc1. The result is 0 (inactive). (9) The compound is S(=O)(=O)(Cc1oc(cc1)C(=O)NCCOC)c1ccc(OC)cc1. The result is 0 (inactive). (10) The drug is S(c1[nH]c(c2ccccc2)cn1)CC(=O)Nc1ccccc1. The result is 0 (inactive).